This data is from TCR-epitope binding with 47,182 pairs between 192 epitopes and 23,139 TCRs. The task is: Binary Classification. Given a T-cell receptor sequence (or CDR3 region) and an epitope sequence, predict whether binding occurs between them. (1) The TCR CDR3 sequence is CASSYSGTSYEQYF. Result: 0 (the TCR does not bind to the epitope). The epitope is AMFWSVPTV. (2) The epitope is YEGNSPFHPL. The TCR CDR3 sequence is CASRTLLGGASEQYF. Result: 0 (the TCR does not bind to the epitope). (3) The epitope is FLKEKGGL. The TCR CDR3 sequence is CSVGENTEAFF. Result: 1 (the TCR binds to the epitope). (4) The epitope is KRWIIMGLNK. The TCR CDR3 sequence is CASSLGPEDTQYF. Result: 0 (the TCR does not bind to the epitope). (5) The epitope is FTYASALWEI. The TCR CDR3 sequence is CASSLKRLWQRYGYTF. Result: 0 (the TCR does not bind to the epitope).